Dataset: Forward reaction prediction with 1.9M reactions from USPTO patents (1976-2016). Task: Predict the product of the given reaction. (1) Given the reactants [Si]([O:8][CH2:9][CH2:10][N:11]1[CH2:16][CH2:15][CH:14]([N:17]2[CH:21]=[C:20]([C:22]3[CH:27]=[N:26][C:25]([NH2:28])=[C:24]4[O:29][C:30]([C:32]5[CH:41]=[CH:40][CH:39]=[C:38]6[C:33]=5[CH:34]=[CH:35][N:36]=[CH:37]6)=[CH:31][C:23]=34)[CH:19]=[N:18]2)[CH2:13][CH2:12]1)(C(C)(C)C)(C)C.[F-].C([N+](CCCC)(CCCC)CCCC)CCC, predict the reaction product. The product is: [NH2:28][C:25]1[N:26]=[CH:27][C:22]([C:20]2[CH:19]=[N:18][N:17]([CH:14]3[CH2:13][CH2:12][N:11]([CH2:10][CH2:9][OH:8])[CH2:16][CH2:15]3)[CH:21]=2)=[C:23]2[CH:31]=[C:30]([C:32]3[CH:41]=[CH:40][CH:39]=[C:38]4[C:33]=3[CH:34]=[CH:35][N:36]=[CH:37]4)[O:29][C:24]=12. (2) Given the reactants C([O:4][CH2:5][C:6]1([C:17]([O:19][CH2:20][CH3:21])=[O:18])[CH2:9][N:8]([CH2:10][C:11]2[CH:16]=[CH:15][CH:14]=[CH:13][CH:12]=2)[CH2:7]1)(=O)C.C(=O)([O-])[O-].[K+].[K+], predict the reaction product. The product is: [CH2:10]([N:8]1[CH2:9][C:6]([CH2:5][OH:4])([C:17]([O:19][CH2:20][CH3:21])=[O:18])[CH2:7]1)[C:11]1[CH:16]=[CH:15][CH:14]=[CH:13][CH:12]=1. (3) Given the reactants [CH3:1][NH:2][C@@H:3]1[C@@H:8]([OH:9])[C@H:7]([O:10][C@@H:11]2[O:16][C@H:15]([CH2:17][OH:18])[C@H:14]([OH:19])[C@@H:13]3[O:20][C:21]4([O:27][C@H:26]([C@@H:28]([NH2:31])[CH2:29][OH:30])[C@H:25]([OH:32])[C@@H:24]([OH:33])[C@H:23]4[OH:34])[O:22][C@H:12]23)[C@@H:6]([OH:35])[C@H:5]([NH2:36])[CH2:4]1, predict the reaction product. The product is: [CH3:1][NH:2][C@H:3]1[C@H:8]([OH:9])[C@@H:7]([O:10][C@H:11]2[O:16][C@H:15]([CH2:17][OH:18])[C@H:14]([OH:19])[C@@H:13]3[O:20][C@:21]4([O:27][C@H:26]([C@H:28]([NH2:31])[CH2:29][OH:30])[C@H:25]([OH:32])[C@H:24]([OH:33])[C@H:23]4[OH:34])[O:22][C@@H:12]23)[C@H:6]([OH:35])[C@@H:5]([NH2:36])[CH2:4]1. (4) Given the reactants [CH3:1][O:2][C:3]1[CH:63]=[C:62]([O:64][CH3:65])[CH:61]=[C:60]([O:66][CH3:67])[C:4]=1/[CH:5]=[CH:6]/[CH:7]([S:25]([CH:28](/[CH:46]=[CH:47]/[C:48]1[C:53]([O:54][CH3:55])=[CH:52][C:51]([O:56][CH3:57])=[CH:50][C:49]=1[O:58][CH3:59])[C:29]1[CH:34]=[CH:33][C:32]([O:35][CH3:36])=[C:31]([NH:37][C:38](=[O:45])[CH:39]([O:41]C(=O)C)[CH3:40])[CH:30]=1)(=[O:27])=[O:26])[C:8]1[CH:13]=[CH:12][C:11]([O:14][CH3:15])=[C:10]([NH:16][C:17](=[O:24])[CH:18]([O:20]C(=O)C)[CH3:19])[CH:9]=1.C(=O)([O-])[O-].[K+].[K+], predict the reaction product. The product is: [CH3:55][O:54][C:53]1[CH:52]=[C:51]([O:56][CH3:57])[CH:50]=[C:49]([O:58][CH3:59])[C:48]=1/[CH:47]=[CH:46]/[CH:28]([S:25]([CH:7](/[CH:6]=[CH:5]/[C:4]1[C:3]([O:2][CH3:1])=[CH:63][C:62]([O:64][CH3:65])=[CH:61][C:60]=1[O:66][CH3:67])[C:8]1[CH:13]=[CH:12][C:11]([O:14][CH3:15])=[C:10]([NH:16][C:17](=[O:24])[CH:18]([CH3:19])[OH:20])[CH:9]=1)(=[O:26])=[O:27])[C:29]1[CH:34]=[CH:33][C:32]([O:35][CH3:36])=[C:31]([NH:37][C:38](=[O:45])[CH:39]([OH:41])[CH3:40])[CH:30]=1. (5) Given the reactants [C:1]1([C:7]2[CH:8]=[C:9]3[C:13](=[CH:14][CH:15]=2)[NH:12][C:11](=[O:16])[CH2:10]3)[CH:6]=[CH:5][CH:4]=[CH:3][CH:2]=1.[N:17]1([CH2:22][CH2:23][CH2:24][NH:25][C:26]([C:28]2[C:32]([CH3:33])=[C:31]([CH:34]=O)[NH:30][C:29]=2[CH3:36])=[O:27])[CH:21]=[CH:20][N:19]=[CH:18]1, predict the reaction product. The product is: [N:17]1([CH2:22][CH2:23][CH2:24][NH:25][C:26]([C:28]2[C:32]([CH3:33])=[C:31]([CH:34]=[C:10]3[C:9]4[C:13](=[CH:14][CH:15]=[C:7]([C:1]5[CH:2]=[CH:3][CH:4]=[CH:5][CH:6]=5)[CH:8]=4)[NH:12][C:11]3=[O:16])[NH:30][C:29]=2[CH3:36])=[O:27])[CH:21]=[CH:20][N:19]=[CH:18]1. (6) Given the reactants [H-].[Na+].[CH2:3]1COCC1.[CH2:8]([O:10][CH2:11][CH2:12][CH2:13][NH:14][CH:15]=[O:16])[CH3:9].CI, predict the reaction product. The product is: [CH2:8]([O:10][CH2:11][CH2:12][CH2:13][N:14]([CH3:3])[CH:15]=[O:16])[CH3:9]. (7) Given the reactants [CH3:1][N:2]([CH3:10])[C:3](=[O:9])[O:4][C:5]([CH3:8])(C)C.CN(C)CCN(C)C.C([Li])(CC)C.[Cl:24][C:25]1[O:29]C(C=O)=[CH:27][CH:26]=1, predict the reaction product. The product is: [Cl:24][C:25]1[O:29][C:8]([CH:5]2[O:4][C:3](=[O:9])[N:2]([CH3:1])[CH2:10]2)=[CH:27][CH:26]=1.